The task is: Predict the reaction yield, written as a fraction of the theoretical maximum amount of product (1.0 means a 100% yield; for example, 0.34 means a 34% yield).. This data is from Reaction yield outcomes from USPTO patents with 853,638 reactions. (1) The reactants are [Cl:1][C:2]1[CH:7]=[CH:6][C:5]([NH2:8])=[CH:4][CH:3]=1.[N+:9]([C:12]1[CH:13]=[C:14]([CH:17]=[CH:18][CH:19]=1)[CH:15]=O)([O-:11])=[O:10]. The catalyst is C(O)C. The product is [Cl:1][C:2]1[CH:7]=[CH:6][C:5]([N:8]=[CH:15][C:14]2[CH:17]=[CH:18][CH:19]=[C:12]([N+:9]([O-:11])=[O:10])[CH:13]=2)=[CH:4][CH:3]=1. The yield is 0.920. (2) The reactants are O1CCOC1CC=C1C[N:10]([C:12]([O:14][CH2:15][C:16]2[CH:21]=[CH:20][CH:19]=[CH:18][CH:17]=2)=[O:13])[CH2:9]1.C[N+]1([O-])CC[O:26]CC1.[C:30]([O:33][CH2:34][CH3:35])(=[O:32])[CH3:31].[CH3:36][C:37]([CH3:39])=[O:38].O. The catalyst is [Os](=O)(=O)(=O)=O. The product is [O:33]1[CH2:34][CH2:35][O:32][CH:30]1[CH2:31][CH:36]([C:37]1([OH:38])[CH2:9][N:10]([C:12]([O:14][CH2:15][C:16]2[CH:21]=[CH:20][CH:19]=[CH:18][CH:17]=2)=[O:13])[CH2:39]1)[OH:26]. The yield is 0.990. (3) The reactants are [OH:1][C:2]1[CH:9]=[C:8]([N:10]2[CH2:15][CH2:14][O:13][CH2:12][CH2:11]2)[CH:7]=[CH:6][C:3]=1[CH:4]=O.Cl.[NH2:17][OH:18]. The catalyst is N1C=CC=CC=1. The product is [OH:18][N:17]=[CH:4][C:3]1[CH:6]=[CH:7][C:8]([N:10]2[CH2:15][CH2:14][O:13][CH2:12][CH2:11]2)=[CH:9][C:2]=1[OH:1]. The yield is 0.350. (4) The reactants are C(NC(C)C)(C)C.[Li].[O:9]1[CH:13]=[CH:12][C:11]([C:14]([OH:16])=[O:15])=[CH:10]1.C([Si](C(C)C)(C(C)C)[O:21][CH2:22][C:23](=O)[CH2:24]O[Si](C(C)C)(C(C)C)C(C)C)(C)C.C(OC(=O)C)C. The catalyst is O1CCCC1. The product is [OH:21][CH2:22][C:23]1[C:10]2[O:9][CH:13]=[CH:12][C:11]=2[C:14](=[O:16])[O:15][CH:24]=1. The yield is 0.420. (5) The reactants are [C:1]1([C:15]([O-])=[C:11]([N+:12]([O-:14])=[O:13])[CH:10]=[C:6]([N+:7]([O-:9])=[O:8])[CH:5]=1)[N+:2]([O-:4])=[O:3].[NH4+:17].P([O-])([O-])(O)=O.[NH4+].[NH4+].S1(CCCC1)(=O)=O. The catalyst is O. The product is [CH:5]1[C:1]([N+:2]([O-:4])=[O:3])=[C:15]([NH2:17])[C:11]([N+:12]([O-:14])=[O:13])=[CH:10][C:6]=1[N+:7]([O-:9])=[O:8]. The yield is 0.880. (6) The reactants are [CH3:1][C:2]1[CH:7]=[CH:6][C:5]([S:8](Cl)(=[O:10])=[O:9])=[CH:4][CH:3]=1.CCN(CC)CC.[NH2:19][CH2:20][C:21]1[CH:22]=[C:23]([CH:53]=[CH:54][CH:55]=1)[CH2:24][N:25]([CH2:38][C:39]1[CH:44]=[CH:43][C:42]([O:45][C:46]2[CH:51]=[CH:50][C:49]([F:52])=[CH:48][CH:47]=2)=[CH:41][CH:40]=1)[S:26]([C:29]1[CH:34]=[C:33]([Cl:35])[CH:32]=[C:31]([Cl:36])[C:30]=1[OH:37])(=[O:28])=[O:27]. The catalyst is C(Cl)Cl. The product is [Cl:36][C:31]1[C:30]([OH:37])=[C:29]([S:26]([N:25]([CH2:38][C:39]2[CH:44]=[CH:43][C:42]([O:45][C:46]3[CH:47]=[CH:48][C:49]([F:52])=[CH:50][CH:51]=3)=[CH:41][CH:40]=2)[CH2:24][C:23]2[CH:53]=[CH:54][CH:55]=[C:21]([CH2:20][NH:19][S:8]([C:5]3[CH:6]=[CH:7][C:2]([CH3:1])=[CH:3][CH:4]=3)(=[O:10])=[O:9])[CH:22]=2)(=[O:28])=[O:27])[CH:34]=[C:33]([Cl:35])[CH:32]=1. The yield is 0.580. (7) The reactants are [C:1]([C:4]1[C:12]2[C:7](=[CH:8][CH:9]=[CH:10][CH:11]=2)[NH:6][N:5]=1)(O)=[O:2].C(N1C=CN=C1)(N1C=CN=C1)=O.Cl.[CH3:26][NH:27][O:28][CH3:29]. The catalyst is CN(C=O)C. The product is [CH3:29][O:28][N:27]([CH3:26])[C:1]([C:4]1[C:12]2[C:7](=[CH:8][CH:9]=[CH:10][CH:11]=2)[NH:6][N:5]=1)=[O:2]. The yield is 0.814. (8) The reactants are Br[C:2]1[CH:7]=[CH:6][C:5]([NH:8][C:9]2[S:10][C:11]3[CH:17]=[CH:16][CH:15]=[CH:14][C:12]=3[N:13]=2)=[CH:4][CH:3]=1.C([Li])CCC.[CH2:23]([CH:25]([CH2:28][CH3:29])[CH:26]=[O:27])[CH3:24].[NH4+].[Cl-]. The catalyst is C1COCC1. The product is [S:10]1[C:11]2[CH:17]=[CH:16][CH:15]=[CH:14][C:12]=2[N:13]=[C:9]1[NH:8][C:5]1[CH:6]=[CH:7][C:2]([CH:26]([CH:25]([CH2:28][CH3:29])[CH2:23][CH3:24])[OH:27])=[CH:3][CH:4]=1. The yield is 0.680.